From a dataset of Plasma protein binding rate (PPBR) regression data from AstraZeneca. Regression/Classification. Given a drug SMILES string, predict its absorption, distribution, metabolism, or excretion properties. Task type varies by dataset: regression for continuous measurements (e.g., permeability, clearance, half-life) or binary classification for categorical outcomes (e.g., BBB penetration, CYP inhibition). For this dataset (ppbr_az), we predict Y. (1) The molecule is C[C@@H](C(=O)NCCN1CCCC1)c1ccc(OS(=O)(=O)C(F)(F)F)cc1. The Y is 67.6 %. (2) The molecule is COc1ccc2ccc(=O)n(CCN3CCC(NCc4cc5c(cn4)OCCO5)CC3)c2n1. The Y is 68.6 %. (3) The molecule is O=C(NCc1ccc(OC(F)(F)F)cc1)C1c2ccccc2C(=O)N1CCc1ccccn1. The Y is 96.4 %. (4) The molecule is Cc1cn([C@H]2CCCN(S(=O)(=O)c3ccc(O)c(Oc4cccc(F)c4)c3)C2)c(=O)[nH]c1=O. The Y is 95.4 %. (5) The drug is Cc1cn([C@H]2CCCN([C@H](C)c3ccc(C(=O)O)c(Oc4cccc(Cl)c4)c3)C2)c(=O)[nH]c1=O. The Y is 98.4 %.